Dataset: Forward reaction prediction with 1.9M reactions from USPTO patents (1976-2016). Task: Predict the product of the given reaction. (1) Given the reactants [CH3:1][O:2][CH:3]([O:15][CH3:16])[C:4]1[N:13]=[C:12]2[C:7]([CH2:8][CH2:9][CH2:10][NH:11]2)=[CH:6][C:5]=1[I:14].[C:17](=O)([O:25]C1C=CC=CC=1)[O:18][C:19]1[CH:24]=[CH:23][CH:22]=[CH:21][CH:20]=1.[Li+].C[Si]([N-][Si](C)(C)C)(C)C, predict the reaction product. The product is: [CH3:16][O:15][CH:3]([O:2][CH3:1])[C:4]1[N:13]=[C:12]2[C:7]([CH2:8][CH2:9][CH2:10][N:11]2[C:17]([O:18][C:19]2[CH:24]=[CH:23][CH:22]=[CH:21][CH:20]=2)=[O:25])=[CH:6][C:5]=1[I:14]. (2) Given the reactants [Cl:1][C:2]1[C:3]([N:17]2[CH2:22][CH2:21][CH2:20][C@@H:19]([NH:23]C(=O)OC(C)(C)C)[CH2:18]2)=[C:4]2[C:10]([NH:11][C:12](=[O:16])[CH:13]([CH3:15])[CH3:14])=[CH:9][NH:8][C:5]2=[N:6][CH:7]=1.C(O)(C(F)(F)F)=O, predict the reaction product. The product is: [ClH:1].[NH2:23][C@@H:19]1[CH2:20][CH2:21][CH2:22][N:17]([C:3]2[C:2]([Cl:1])=[CH:7][N:6]=[C:5]3[NH:8][CH:9]=[C:10]([NH:11][C:12](=[O:16])[CH:13]([CH3:14])[CH3:15])[C:4]=23)[CH2:18]1. (3) Given the reactants Br[C:2]1[CH:3]=[N:4][CH:5]=[C:6]([Br:8])[CH:7]=1.[OH:9][C:10]([CH3:22])([CH3:21])[C@H:11]([C:13]([NH:15][CH2:16][C:17]([F:20])([F:19])[F:18])=[O:14])[NH2:12].Cl.C(=O)([O-])[O-].[K+].[K+].N1CCC[C@H]1C(O)=O, predict the reaction product. The product is: [Br:8][C:6]1[CH:7]=[C:2]([NH:12][C@@H:11]([C:13]([NH:15][CH2:16][C:17]([F:18])([F:19])[F:20])=[O:14])[C:10]([OH:9])([CH3:21])[CH3:22])[CH:3]=[N:4][CH:5]=1. (4) Given the reactants [C:1]([C:5]1[CH:6]=[C:7]([C:16](=[N:29][OH:30])[CH2:17][O:18][C:19]2[CH:28]=[CH:27][C:22]([C:23]([O:25]C)=[O:24])=[CH:21][CH:20]=2)[CH:8]=[CH:9][C:10]=1[N:11]([CH2:14][CH3:15])[CH2:12][CH3:13])([CH3:4])([CH3:3])[CH3:2].[OH-].[Na+].[Cl-].[NH4+].Cl, predict the reaction product. The product is: [C:1]([C:5]1[CH:6]=[C:7]([C:16](=[N:29][OH:30])[CH2:17][O:18][C:19]2[CH:20]=[CH:21][C:22]([C:23]([OH:25])=[O:24])=[CH:27][CH:28]=2)[CH:8]=[CH:9][C:10]=1[N:11]([CH2:12][CH3:13])[CH2:14][CH3:15])([CH3:3])([CH3:4])[CH3:2]. (5) Given the reactants [F:1][C:2]1[CH:7]=[CH:6][CH:5]=[CH:4][CH:3]=1.[CH:8]1[CH2:13][CH2:12][CH2:11][CH2:10][CH:9]=1.[C:14](Cl)(=[O:16])[CH3:15].[Cl-].[Al+3].[Cl-].[Cl-], predict the reaction product. The product is: [F:1][C:2]1[CH:7]=[CH:6][C:5]([CH:8]2[CH2:13][CH2:12][CH:11]([C:14](=[O:16])[CH3:15])[CH2:10][CH2:9]2)=[CH:4][CH:3]=1. (6) Given the reactants [F:1][CH2:2][CH:3]([O:6][C:7]1[CH:13]=[C:12]([F:14])[CH:11]=[CH:10][C:8]=1[NH2:9])[CH2:4][F:5].Cl[C:16]1[C:17]2[C:24]([CH3:25])=[C:23]([Cl:26])[S:22][C:18]=2[N:19]=[CH:20][N:21]=1.C1(C)C=CC(S(O)(=O)=O)=CC=1, predict the reaction product. The product is: [Cl:26][C:23]1[S:22][C:18]2[N:19]=[CH:20][N:21]=[C:16]([NH:9][C:8]3[CH:10]=[CH:11][C:12]([F:14])=[CH:13][C:7]=3[O:6][CH:3]([CH2:2][F:1])[CH2:4][F:5])[C:17]=2[C:24]=1[CH3:25]. (7) Given the reactants [CH3:14][C:11]1([CH3:15])[CH2:12][O:13][B:8]([B:8]2[O:13][CH2:12][C:11]([CH3:15])([CH3:14])[CH2:10][O:9]2)[O:9][CH2:10]1.[C:17]([O:21][C:22](=[O:35])[NH:23][C@H:24]([C:28]1[CH:29]=[N:30][CH:31]=[C:32](Br)[CH:33]=1)[CH2:25][CH:26]=[CH2:27])([CH3:20])([CH3:19])[CH3:18].CC([O-])=O.[K+], predict the reaction product. The product is: [C:17]([O:21][C:22](=[O:35])[NH:23][C@H:24]([C:28]1[CH:29]=[N:30][CH:31]=[C:32]([B:8]2[O:9][CH2:10][C:11]([CH3:14])([CH3:15])[CH2:12][O:13]2)[CH:33]=1)[CH2:25][CH:26]=[CH2:27])([CH3:18])([CH3:19])[CH3:20]. (8) Given the reactants C([O:8][C:9]1[N:14]=[C:13]([NH:15][C:16]2[CH:21]=[CH:20][CH:19]=[CH:18][CH:17]=2)[C:12]([NH2:22])=[CH:11][CH:10]=1)C1C=CC=CC=1.CO[C:25](OC)(OC)[C:26]1[CH:31]=[CH:30][CH:29]=[CH:28][CH:27]=1, predict the reaction product. The product is: [C:26]1([C:25]2[N:15]([C:16]3[CH:17]=[CH:18][CH:19]=[CH:20][CH:21]=3)[C:13]3=[N:14][C:9]([OH:8])=[CH:10][CH:11]=[C:12]3[N:22]=2)[CH:31]=[CH:30][CH:29]=[CH:28][CH:27]=1.